From a dataset of Forward reaction prediction with 1.9M reactions from USPTO patents (1976-2016). Predict the product of the given reaction. Given the reactants [Cl:1][CH2:2][C:3]1[CH:8]=[CH:7][C:6]([C:9]2[O:13][N:12]=[C:11]([CH2:14][CH:15]3[CH2:20][CH2:19][N:18]([CH:21]4[CH2:25][CH2:24][CH2:23][CH2:22]4)[CH2:17][CH2:16]3)[N:10]=2)=[CH:5][CH:4]=1.[CH3:26][NH:27][CH3:28], predict the reaction product. The product is: [ClH:1].[ClH:1].[CH:21]1([N:18]2[CH2:19][CH2:20][CH:15]([CH2:14][C:11]3[N:10]=[C:9]([C:6]4[CH:7]=[CH:8][C:3]([CH2:2][N:27]([CH3:28])[CH3:26])=[CH:4][CH:5]=4)[O:13][N:12]=3)[CH2:16][CH2:17]2)[CH2:25][CH2:24][CH2:23][CH2:22]1.